Dataset: Full USPTO retrosynthesis dataset with 1.9M reactions from patents (1976-2016). Task: Predict the reactants needed to synthesize the given product. (1) Given the product [CH2:19]([S:18][C:13]1[C:12]([C:10]2[N:2]([CH3:1])[C:3]3=[N:4][CH:5]=[C:6]([C:21]([F:24])([F:23])[F:22])[CH:7]=[C:8]3[N:9]=2)=[CH:17][N:16]=[CH:15][N:14]=1)[CH3:20], predict the reactants needed to synthesize it. The reactants are: [CH3:1][NH:2][C:3]1[C:8]([NH:9][C:10]([C:12]2[C:13]([S:18][CH2:19][CH3:20])=[N:14][CH:15]=[N:16][CH:17]=2)=O)=[CH:7][C:6]([C:21]([F:24])([F:23])[F:22])=[CH:5][N:4]=1.C(=O)(O)[O-].[Na+]. (2) Given the product [NH2:1][C:2]1[CH:7]=[C:6]([O:8][CH3:9])[CH:5]=[CH:4][C:3]=1[CH:10]=[O:11], predict the reactants needed to synthesize it. The reactants are: [NH2:1][C:2]1[CH:7]=[C:6]([O:8][CH3:9])[CH:5]=[CH:4][C:3]=1[CH2:10][OH:11]. (3) Given the product [CH3:10][N:8]1[C:7]([C:11]2[CH:12]=[C:13]3[C:17](=[CH:18][CH:19]=2)[NH:16][C:15]([C:23]2[O:27][N:26]=[C:25]([CH3:28])[N:24]=2)=[CH:14]3)=[CH:6][C:5]([C:3]([OH:4])=[O:2])=[N:9]1, predict the reactants needed to synthesize it. The reactants are: C[O:2][C:3]([C:5]1[CH:6]=[C:7]([C:11]2[CH:12]=[C:13]3[C:17](=[CH:18][CH:19]=2)[N:16](C(O)=O)[C:15]([C:23]2[O:27][N:26]=[C:25]([CH3:28])[N:24]=2)=[CH:14]3)[N:8]([CH3:10])[N:9]=1)=[O:4].[Li+].[OH-]. (4) Given the product [Br:12][C:13]1[CH:14]=[C:15]([NH:16][C:2]2[N:7]=[C:6]([CH:8]([F:10])[F:9])[C:5]([F:11])=[CH:4][N:3]=2)[CH:17]=[C:18]([CH3:20])[CH:19]=1, predict the reactants needed to synthesize it. The reactants are: Cl[C:2]1[N:7]=[C:6]([CH:8]([F:10])[F:9])[C:5]([F:11])=[CH:4][N:3]=1.[Br:12][C:13]1[CH:14]=[C:15]([CH:17]=[C:18]([CH3:20])[CH:19]=1)[NH2:16]. (5) Given the product [Br:1][C:2]1[C:11]2[O:10][C:9]([CH3:13])([CH3:12])[CH2:8][N:7]([S:51]([C:46]3[CH:47]=[CH:48][CH:49]=[CH:50][C:45]=3[F:44])(=[O:53])=[O:52])[C:6]=2[CH:5]=[CH:4][CH:3]=1, predict the reactants needed to synthesize it. The reactants are: [Br:1][C:2]1[C:11]2[O:10][C:9]([CH3:13])([CH3:12])[CH2:8][NH:7][C:6]=2[CH:5]=[CH:4][CH:3]=1.BrC1C2OC(C)(C)C(=O)NC=2C=CC=1.NC1C=CC=C(Br)C=1O.BrC(C)(C)C(Br)=O.[F:44][C:45]1[CH:50]=[CH:49][CH:48]=[CH:47][C:46]=1[S:51](Cl)(=[O:53])=[O:52]. (6) Given the product [CH2:18]([S:20][CH2:21][CH2:22][O:16][C:12]1[CH:11]=[C:10]([CH3:17])[C:9]([C:5]2[CH:6]=[CH:7][CH:8]=[C:3]([CH2:2][OH:1])[CH:4]=2)=[C:14]([CH3:15])[CH:13]=1)[CH3:19], predict the reactants needed to synthesize it. The reactants are: [OH:1][CH2:2][C:3]1[CH:4]=[C:5]([C:9]2[C:14]([CH3:15])=[CH:13][C:12]([OH:16])=[CH:11][C:10]=2[CH3:17])[CH:6]=[CH:7][CH:8]=1.[CH2:18]([S:20][CH2:21][CH2:22]Cl)[CH3:19].C(=O)([O-])[O-].[K+].[K+].[I-].[K+]. (7) Given the product [O:4]1[C:8]2[CH:9]=[CH:10][CH:11]=[C:12]([N:13]3[CH2:18][CH2:17][N:16]([CH2:19][CH2:20][C@H:21]4[CH2:26][CH2:25][C@H:24]([NH:27][C:38]([CH:30]5[CH2:31][C:32]6[C:37](=[CH:36][CH:35]=[CH:34][CH:33]=6)[O:28][CH2:29]5)=[O:39])[CH2:23][CH2:22]4)[CH2:15][CH2:14]3)[C:7]=2[O:6][CH2:5]1, predict the reactants needed to synthesize it. The reactants are: Cl.Cl.Cl.[O:4]1[C:8]2[CH:9]=[CH:10][CH:11]=[C:12]([N:13]3[CH2:18][CH2:17][N:16]([CH2:19][CH2:20][C@H:21]4[CH2:26][CH2:25][C@H:24]([NH2:27])[CH2:23][CH2:22]4)[CH2:15][CH2:14]3)[C:7]=2[O:6][CH2:5]1.[O:28]1[C:37]2[C:32](=[CH:33][CH:34]=[CH:35][CH:36]=2)[CH2:31][CH:30]([C:38](O)=[O:39])[CH2:29]1.